The task is: Predict the reaction yield, written as a fraction of the theoretical maximum amount of product (1.0 means a 100% yield; for example, 0.34 means a 34% yield).. This data is from Reaction yield outcomes from USPTO patents with 853,638 reactions. (1) The reactants are [CH2:1]([O:3][C:4]([C:6]1[CH:7]=[N:8][N:9]([C:12]2[CH:17]=[C:16]([C:18]([OH:20])=O)[CH:15]=[CH:14][C:13]=2[CH3:21])[C:10]=1[NH2:11])=[O:5])[CH3:2].CCN=C=N[CH2:27][CH2:28][CH2:29][N:30](C)C.C1C=CC2N(O)N=NC=2C=1.C(N(C(C)C)CC)(C)C.C1(N)CC1. The catalyst is CN(C=O)C.CCOC(C)=O.O. The product is [CH2:1]([O:3][C:4]([C:6]1[CH:7]=[N:8][N:9]([C:12]2[CH:17]=[C:16]([C:18](=[O:20])[NH:30][CH:29]3[CH2:27][CH2:28]3)[CH:15]=[CH:14][C:13]=2[CH3:21])[C:10]=1[NH2:11])=[O:5])[CH3:2]. The yield is 0.790. (2) The reactants are [CH:1]([N:4]([CH2:8][CH2:9][CH:10]([C:17]1[CH:22]=[C:21]([CH3:23])[CH:20]=[CH:19][C:18]=1[O:24]C)[C:11]1[CH:16]=[CH:15][CH:14]=[CH:13][CH:12]=1)[CH:5]([CH3:7])[CH3:6])([CH3:3])[CH3:2].[BrH:26]. The catalyst is C(O)(=O)C. The product is [BrH:26].[CH:1]([N:4]([CH2:8][CH2:9][CH:10]([C:17]1[CH:22]=[C:21]([CH3:23])[CH:20]=[CH:19][C:18]=1[OH:24])[C:11]1[CH:12]=[CH:13][CH:14]=[CH:15][CH:16]=1)[CH:5]([CH3:7])[CH3:6])([CH3:2])[CH3:3]. The yield is 0.860. (3) The reactants are [Br:1][C:2]1[CH:28]=[N:27][C:5]2[N:6]=[C:7]([N:14]3[CH2:17][CH:16]([N:18](C)[C:19](=O)OC(C)(C)C)[CH2:15]3)[C:8]3[N:9]([CH2:10][C@@H:11]([CH3:13])[N:12]=3)[C:4]=2[CH:3]=1.C(O)(C(F)(F)F)=O. The catalyst is C(Cl)Cl. The product is [Br:1][C:2]1[CH:28]=[N:27][C:5]2[N:6]=[C:7]([N:14]3[CH2:17][CH:16]([NH:18][CH3:19])[CH2:15]3)[C:8]3[N:9]([CH2:10][C@@H:11]([CH3:13])[N:12]=3)[C:4]=2[CH:3]=1. The yield is 0.640. (4) The reactants are [CH:1]1([CH2:4][N:5]2[C:9]3=[N:10][CH:11]=[CH:12][CH:13]=[C:8]3[CH:7]=[C:6]2[C:14]2[N:18]([CH3:19])[C:17]3[C:20]([O:27][CH3:28])=[CH:21][C:22]([C:24]([OH:26])=O)=[CH:23][C:16]=3[N:15]=2)[CH2:3][CH2:2]1.CN(C(ON1N=NC2C=CC=NC1=2)=[N+](C)C)C.F[P-](F)(F)(F)(F)F.CCN(C(C)C)C(C)C.[C:62]([O:66][C:67](=[O:76])[NH:68][C@@H:69]1[C@H:74]([OH:75])[CH2:73][CH2:72][NH:71][CH2:70]1)([CH3:65])([CH3:64])[CH3:63]. The catalyst is CN(C=O)C.CCOCC.O. The product is [C:62]([O:66][C:67](=[O:76])[NH:68][C@@H:69]1[C@H:74]([OH:75])[CH2:73][CH2:72][N:71]([C:24]([C:22]2[CH:21]=[C:20]([O:27][CH3:28])[C:17]3[N:18]([CH3:19])[C:14]([C:6]4[N:5]([CH2:4][CH:1]5[CH2:2][CH2:3]5)[C:9]5=[N:10][CH:11]=[CH:12][CH:13]=[C:8]5[CH:7]=4)=[N:15][C:16]=3[CH:23]=2)=[O:26])[CH2:70]1)([CH3:65])([CH3:63])[CH3:64]. The yield is 0.910. (5) The reactants are [OH:1][CH:2]1[CH2:7][CH2:6][CH2:5][CH:4]([C:8]([OH:10])=[O:9])[CH2:3]1. The catalyst is C(O)C.O=[Pt]=O. The product is [OH:1][C@@H:2]1[CH2:7][CH2:6][CH2:5][C@H:4]([C:8]([OH:10])=[O:9])[CH2:3]1. The yield is 0.138. (6) The reactants are Cl[C:2]1[CH:7]=[C:6]([C:8]#[N:9])[CH:5]=[C:4](Cl)[N:3]=1.O.C(=O)(O)[O-].[Na+].[F:17][C:18]([F:29])([F:28])[C:19]1[CH:24]=[CH:23][C:22](B(O)O)=[CH:21][CH:20]=1. The catalyst is C(COC)OC. The product is [F:17][C:18]([F:29])([F:28])[C:19]1[CH:24]=[CH:23][C:22]([C:2]2[CH:7]=[C:6]([C:8]#[N:9])[CH:5]=[C:4]([C:22]3[CH:23]=[CH:24][C:19]([C:18]([F:29])([F:28])[F:17])=[CH:20][CH:21]=3)[N:3]=2)=[CH:21][CH:20]=1. The yield is 0.300. (7) The reactants are [NH2:1][C:2]1[N:3]=[C:4]2[CH:9]=[CH:8][C:7]([O:10][C:11]3[CH:12]=[C:13]([NH:17][C:18](=[O:30])[C:19]4[CH:24]=[CH:23][CH:22]=[C:21]([C:25]5([C:28]#[N:29])[CH2:27][CH2:26]5)[CH:20]=4)[CH:14]=[CH:15][CH:16]=3)=[N:6][N:5]2[CH:31]=1.[F:32][C:33]1[CH:41]=[CH:40][C:36]([C:37](O)=[O:38])=[CH:35][N:34]=1.C(Cl)(=O)C(Cl)=O.O1CCCC1. The catalyst is CN(C)C=O.CN(C)C(=O)C. The product is [C:28]([C:25]1([C:21]2[CH:20]=[C:19]([CH:24]=[CH:23][CH:22]=2)[C:18]([NH:17][C:13]2[CH:12]=[C:11]([CH:16]=[CH:15][CH:14]=2)[O:10][C:7]2[CH:8]=[CH:9][C:4]3[N:5]([CH:31]=[C:2]([NH:1][C:37](=[O:38])[C:36]4[CH:40]=[CH:41][C:33]([F:32])=[N:34][CH:35]=4)[N:3]=3)[N:6]=2)=[O:30])[CH2:27][CH2:26]1)#[N:29]. The yield is 0.200. (8) The reactants are ClC(Cl)(OC(=O)[O:6][C:7]([Cl:10])(Cl)Cl)Cl.C(N(CC)CC)C.Cl.[F:21][C:22]1[CH:27]=[CH:26][C:25]([N:28]2[C:32]3[N:33]=[CH:34][N:35]([CH2:38][C:39]4([OH:45])[CH2:44][CH2:43][NH:42][CH2:41][CH2:40]4)[C:36](=[O:37])[C:31]=3[CH:30]=[N:29]2)=[CH:24][CH:23]=1. The catalyst is C1COCC1. The product is [F:21][C:22]1[CH:23]=[CH:24][C:25]([N:28]2[C:32]3[N:33]=[CH:34][N:35]([CH2:38][C:39]4([OH:45])[CH2:44][CH2:43][N:42]([C:7]([Cl:10])=[O:6])[CH2:41][CH2:40]4)[C:36](=[O:37])[C:31]=3[CH:30]=[N:29]2)=[CH:26][CH:27]=1. The yield is 0.750. (9) The reactants are [CH3:1][C:2]1([CH3:9])[CH2:7][CH2:6][C:5](=O)[CH2:4][CH2:3]1.[C:10]([O:14][C:15]([N:17]1[CH2:22][CH2:21][NH:20][CH2:19][CH2:18]1)=[O:16])([CH3:13])([CH3:12])[CH3:11].C(O)(=O)C.C(O[BH-](OC(=O)C)OC(=O)C)(=O)C.[Na+]. The catalyst is ClC(Cl)C.C(OCC)(=O)C. The product is [CH3:1][C:2]1([CH3:9])[CH2:7][CH2:6][CH:5]([N:20]2[CH2:19][CH2:18][N:17]([C:15]([O:14][C:10]([CH3:13])([CH3:12])[CH3:11])=[O:16])[CH2:22][CH2:21]2)[CH2:4][CH2:3]1. The yield is 0.950.